The task is: Predict the reactants needed to synthesize the given product.. This data is from Retrosynthesis with 50K atom-mapped reactions and 10 reaction types from USPTO. (1) Given the product CCCCCCCCOC(C)C(=O)OCC, predict the reactants needed to synthesize it. The reactants are: CCCCCCCCI.CCOC(=O)C(C)O. (2) Given the product O=C(O)c1ccc(C(F)(F)F)nc1Nc1ccccc1, predict the reactants needed to synthesize it. The reactants are: Nc1ccccc1.O=C(O)c1ccc(C(F)(F)F)nc1Cl. (3) Given the product FC(F)(F)c1cc(-c2ccco2)n(-c2ncc(Cl)cc2Cl)n1, predict the reactants needed to synthesize it. The reactants are: NNc1ncc(Cl)cc1Cl.O=C(CC(=O)C(F)(F)F)c1ccco1.